From a dataset of Full USPTO retrosynthesis dataset with 1.9M reactions from patents (1976-2016). Predict the reactants needed to synthesize the given product. (1) Given the product [Cl:18][C:19]1[N:24]=[C:12]([N:13]2[CH2:16][CH2:17][O:30][CH:15]([CH2:7][C:8]([OH:10])=[O:9])[CH2:14]2)[C:11]2[S:25][CH:23]=[CH:22][C:21]=2[N:20]=1, predict the reactants needed to synthesize it. The reactants are: N1CCOC([CH2:7][C:8]([OH:10])=[O:9])C1.[CH3:11][CH2:12][N:13]([CH2:16][CH3:17])[CH2:14][CH3:15].[Cl:18][C:19]1[N:20]=[C:21](Cl)[C:22]2C=C[S:25][C:23]=2[N:24]=1.C[OH:30]. (2) The reactants are: Br[C:2]1[N:3]=[C:4]([C:23]2[O:27][N:26]=[C:25]([C:28]3[CH:33]=[CH:32][C:31]([CH2:34][N:35]([C:42]([O:44][C:45]([CH3:48])([CH3:47])[CH3:46])=[O:43])[CH:36]4[CH2:41][CH2:40][O:39][CH2:38][CH2:37]4)=[CH:30][CH:29]=3)[CH:24]=2)[C:5]([N:8]([C:16]([O:18][C:19]([CH3:22])([CH3:21])[CH3:20])=[O:17])[C:9](=[O:15])[O:10][C:11]([CH3:14])([CH3:13])[CH3:12])=[N:6][CH:7]=1.C([O-])([O-])=O.[K+].[K+].[CH:55]([S:58]([C:61]1[CH:66]=[CH:65][C:64](B(O)O)=[CH:63][CH:62]=1)(=[O:60])=[O:59])([CH3:57])[CH3:56]. Given the product [C:19]([O:18][C:16]([N:8]([C:5]1[C:4]([C:23]2[O:27][N:26]=[C:25]([C:28]3[CH:33]=[CH:32][C:31]([CH2:34][N:35]([C:42]([O:44][C:45]([CH3:46])([CH3:47])[CH3:48])=[O:43])[CH:36]4[CH2:41][CH2:40][O:39][CH2:38][CH2:37]4)=[CH:30][CH:29]=3)[CH:24]=2)=[N:3][C:2]([C:64]2[CH:63]=[CH:62][C:61]([S:58]([CH:55]([CH3:57])[CH3:56])(=[O:60])=[O:59])=[CH:66][CH:65]=2)=[CH:7][N:6]=1)[C:9](=[O:15])[O:10][C:11]([CH3:14])([CH3:12])[CH3:13])=[O:17])([CH3:21])([CH3:20])[CH3:22], predict the reactants needed to synthesize it.